From a dataset of Reaction yield outcomes from USPTO patents with 853,638 reactions. Predict the reaction yield, written as a fraction of the theoretical maximum amount of product (1.0 means a 100% yield; for example, 0.34 means a 34% yield). (1) The reactants are CC1[CH:3]=[C:4]([C:13]([CH3:17])([CH3:16])[C:14]#[N:15])[CH:5]=[C:6]([C:8]([CH3:12])([CH3:11])[C:9]#[N:10])[CH:7]=1.OS(O)(=O)=O.[CH3:23][C:24]([OH:26])=[O:25]. The catalyst is O. The product is [C:14]([C:13]([C:4]1[CH:3]=[C:23]([CH:7]=[C:6]([C:8]([C:9]#[N:10])([CH3:12])[CH3:11])[CH:5]=1)[C:24]([OH:26])=[O:25])([CH3:17])[CH3:16])#[N:15]. The yield is 0.780. (2) The reactants are [NH2:1][CH2:2][C:3]1[N:4]=[C:5]([NH:8][C:9]([NH:11][C:12]2[CH:17]=[CH:16][C:15]([CH3:18])=[CH:14][C:13]=2[C:19]([CH:21]2[CH2:25][CH2:24][CH2:23][CH2:22]2)=[O:20])=[O:10])[S:6][CH:7]=1.CC([O:30][C:31]([NH:33][CH2:34][C:35](O)=[O:36])=O)(C)C. No catalyst specified. The yield is 0.690. The product is [CH:21]1([C:19]([C:13]2[CH:14]=[C:15]([CH3:18])[CH:16]=[CH:17][C:12]=2[NH:11][C:9]([NH:8][C:5]2[S:6][CH:7]=[C:3]([CH2:2][N:1]3[C:35](=[O:36])[CH2:34][NH:33][C:31]3=[O:30])[N:4]=2)=[O:10])=[O:20])[CH2:25][CH2:24][CH2:23][CH2:22]1. (3) The reactants are [SH:1][C:2]1[NH:3][C:4]2[CH:10]=[C:9]([CH3:11])[CH:8]=[CH:7][C:5]=2[N:6]=1.Br[C:13]1[S:17][C:16]([CH:18]=[O:19])=[CH:15][CH:14]=1.C(=O)([O-])[O-].[K+].[K+].O. The catalyst is CN(C=O)C. The product is [CH3:11][C:9]1[CH:8]=[CH:7][C:5]2[NH:6][C:2]([S:1][C:13]3[S:17][C:16]([CH:18]=[O:19])=[CH:15][CH:14]=3)=[N:3][C:4]=2[CH:10]=1. The yield is 0.470. (4) The reactants are [CH3:1][O:2][C:3]1[C:7]2[C:8](=[O:25])[N:9]([CH2:16][C:17](=[O:24])[C:18]3[CH:23]=[CH:22][CH:21]=[CH:20][CH:19]=3)[C:10]3[CH:11]=[CH:12][CH:13]=[CH:14][C:15]=3[C:6]=2[N:5]([CH3:26])[C:4]=1[C:27]([NH:29][CH:30]1[CH2:35][CH2:34][NH:33][CH2:32][CH2:31]1)=[O:28].Br[CH2:37][CH2:38][OH:39].C(=O)([O-])[O-].[K+].[K+].CN(C=O)C. The catalyst is O. The product is [OH:39][CH2:38][CH2:37][N:33]1[CH2:32][CH2:31][CH:30]([NH:29][C:27]([C:4]2[N:5]([CH3:26])[C:6]3[C:15]4[CH:14]=[CH:13][CH:12]=[CH:11][C:10]=4[N:9]([CH2:16][C:17](=[O:24])[C:18]4[CH:23]=[CH:22][CH:21]=[CH:20][CH:19]=4)[C:8](=[O:25])[C:7]=3[C:3]=2[O:2][CH3:1])=[O:28])[CH2:35][CH2:34]1. The yield is 0.330. (5) The reactants are C(OC(=O)[NH:10][C:11]1[CH:16]=[CH:15][N:14]([CH2:17][CH2:18][C:19]#[C:20][C:21]2[N:22]=[N:23][C:24]([NH:27][C:28](=[O:36])[CH2:29][C:30]3[CH:35]=[CH:34][CH:33]=[CH:32][CH:31]=3)=[CH:25][CH:26]=2)[C:13](=[O:37])[N:12]=1)C1C=CC=CC=1. The catalyst is [OH-].[OH-].[Pd+2].CO. The product is [NH2:10][C:11]1[CH:16]=[CH:15][N:14]([CH2:17][CH2:18][CH2:19][CH2:20][C:21]2[N:22]=[N:23][C:24]([NH:27][C:28](=[O:36])[CH2:29][C:30]3[CH:31]=[CH:32][CH:33]=[CH:34][CH:35]=3)=[CH:25][CH:26]=2)[C:13](=[O:37])[N:12]=1. The yield is 0.760. (6) The reactants are [Cl:1][C:2]1[N:7]=[C:6](/[CH:8]=[C:9](/[C:11]2[CH:12]=[C:13]([NH:17][S:18]([C:21]3[C:26]([F:27])=[CH:25][CH:24]=[CH:23][C:22]=3[F:28])(=[O:20])=[O:19])[CH:14]=[CH:15][CH:16]=2)\O)[CH:5]=[CH:4][N:3]=1.C1C(=O)N(Br)C(=O)C1.[CH3:37][N:38]([CH3:42])[C:39]([NH2:41])=[S:40]. The catalyst is CC(N(C)C)=O. The product is [Cl:1][C:2]1[N:7]=[C:6]([C:8]2[S:40][C:39]([N:38]([CH3:42])[CH3:37])=[N:41][C:9]=2[C:11]2[CH:12]=[C:13]([NH:17][S:18]([C:21]3[C:26]([F:27])=[CH:25][CH:24]=[CH:23][C:22]=3[F:28])(=[O:20])=[O:19])[CH:14]=[CH:15][CH:16]=2)[CH:5]=[CH:4][N:3]=1. The yield is 0.250.